Dataset: Catalyst prediction with 721,799 reactions and 888 catalyst types from USPTO. Task: Predict which catalyst facilitates the given reaction. (1) Reactant: [Cl:1][C:2]1[CH:3]=[C:4]([NH:11][C:12]2[CH:17]=[CH:16][CH:15]=[C:14]([N:18]3[CH2:22][CH2:21][CH2:20][CH:19]3[CH3:23])[N:13]=2)[C:5]2[N:6]([CH:8]=[CH:9][N:10]=2)[N:7]=1.[Cl:24][C:25]1[CH:30]=[CH:29][CH:28]=[CH:27][C:26]=1B(O)O.CC(C1C=C(C(C)C)C(C2C=CC=CC=2P(C2CCCCC2)C2CCCCC2)=C(C(C)C)C=1)C.C([O-])([O-])=O.[Na+].[Na+]. Product: [ClH:1].[Cl:24][C:25]1[CH:30]=[CH:29][CH:28]=[CH:27][C:26]=1[C:2]1[CH:3]=[C:4]([NH:11][C:12]2[CH:17]=[CH:16][CH:15]=[C:14]([N:18]3[CH2:22][CH2:21][CH2:20][CH:19]3[CH3:23])[N:13]=2)[C:5]2[N:6]([CH:8]=[CH:9][N:10]=2)[N:7]=1. The catalyst class is: 333. (2) Reactant: [O:1]1[CH2:6][CH2:5][CH2:4][CH2:3][CH:2]1[O:7][C@H:8]1[CH2:16][C:15]2[C:10](=[CH:11][CH:12]=[CH:13][CH:14]=2)[C@H:9]1[NH:17][C:18](=[O:24])[O:19][C:20]([CH3:23])([CH3:22])[CH3:21].[H-].[Na+].[CH3:27]I.O. Product: [CH3:27][N:17]([C@@H:9]1[C:10]2[C:15](=[CH:14][CH:13]=[CH:12][CH:11]=2)[CH2:16][C@@H:8]1[O:7][CH:2]1[CH2:3][CH2:4][CH2:5][CH2:6][O:1]1)[C:18](=[O:24])[O:19][C:20]([CH3:21])([CH3:23])[CH3:22]. The catalyst class is: 44. (3) Reactant: [CH2:1]([O:3][C:4](=[O:16])[CH:5]([O:14][CH3:15])[CH2:6][C:7]1[CH:12]=[CH:11][C:10]([OH:13])=[CH:9][CH:8]=1)[CH3:2].C([Si](C)(C)O[CH:23]([CH3:27])[CH2:24][CH2:25][OH:26])(C)(C)C.CC(OC(/N=N/C(OC(C)C)=O)=O)C. Product: [CH2:1]([O:3][C:4](=[O:16])[C@@H:5]([O:14][CH3:15])[CH2:6][C:7]1[CH:8]=[CH:9][C:10]([O:13][CH2:27][CH2:23][CH2:24][CH2:25][OH:26])=[CH:11][CH:12]=1)[CH3:2]. The catalyst class is: 1. (4) Reactant: [Cl:1][C:2]1[CH:7]=[CH:6][CH:5]=[C:4]([N+:8]([O-:10])=[O:9])[C:3]=1Cl.[CH2:12]([NH2:15])[CH2:13][CH3:14]. Product: [Cl:1][C:2]1[CH:7]=[CH:6][CH:5]=[C:4]([N+:8]([O-:10])=[O:9])[C:3]=1[NH:15][CH2:12][CH2:13][CH3:14]. The catalyst class is: 58. (5) Reactant: C([Li])CCC.Br[C:7]1[CH:8]=[CH:9][C:10]([O:13][CH3:14])=[N:11][CH:12]=1.C[O:16]B(OC)OC.C(OO)(=O)C. Product: [CH3:14][O:13][C:10]1[N:11]=[CH:12][C:7]([OH:16])=[CH:8][CH:9]=1. The catalyst class is: 788. (6) Reactant: [Li][CH2:2][CH2:3][CH2:4][CH3:5].CCCCCC.C([C@@H]1C[C@H:19]2[C@H:17]([CH2:18]2)[CH2:16][N:15]1[C:21]([O:23][C:24]([CH3:27])([CH3:26])[CH3:25])=[O:22])=O. Product: [CH:4]([C@@H:3]1[CH2:2][C@H:18]2[C@H:17]([CH2:19]2)[CH2:16][N:15]1[C:21]([O:23][C:24]([CH3:27])([CH3:26])[CH3:25])=[O:22])=[CH2:5]. The catalyst class is: 307. (7) Reactant: [H-].[Na+].[OH:3][NH:4][C:5](=[NH:13])[CH2:6][C:7]1[CH:12]=[CH:11][CH:10]=[CH:9][CH:8]=1.CO[C:16](=O)[CH:17]([NH:29][C:30]([N:32]1[CH2:37][CH2:36][CH:35]([N:38]2[CH2:47][C:46]3[C:41](=[CH:42][CH:43]=[CH:44][CH:45]=3)[NH:40][C:39]2=[O:48])[CH2:34][CH2:33]1)=[O:31])[CH2:18][C:19]1[CH:20]=[C:21]2[C:25](=[C:26]([CH3:28])[CH:27]=1)[NH:24][N:23]=[CH:22]2. Product: [CH2:6]([C:5]1[N:13]=[C:16]([CH:17]([NH:29][C:30]([N:32]2[CH2:33][CH2:34][CH:35]([N:38]3[CH2:47][C:46]4[C:41](=[CH:42][CH:43]=[CH:44][CH:45]=4)[NH:40][C:39]3=[O:48])[CH2:36][CH2:37]2)=[O:31])[CH2:18][C:19]2[CH:20]=[C:21]3[C:25](=[C:26]([CH3:28])[CH:27]=2)[NH:24][N:23]=[CH:22]3)[O:3][N:4]=1)[C:7]1[CH:8]=[CH:9][CH:10]=[CH:11][CH:12]=1. The catalyst class is: 7.